Dataset: Forward reaction prediction with 1.9M reactions from USPTO patents (1976-2016). Task: Predict the product of the given reaction. (1) Given the reactants FC(F)(F)S(O[C:7]1[CH:8]=[C:9]2[C:19]3[C:14](=[N:15][CH:16]=[C:17]([O:20][CH3:21])[CH:18]=3)[NH:13][C:10]2=[CH:11][N:12]=1)(=O)=O.[CH3:24][N:25]([CH3:46])[CH2:26][CH2:27][NH:28][C:29](=[O:45])[CH2:30][N:31]1[CH:35]=[C:34](B2OC(C)(C)C(C)(C)O2)[CH:33]=[N:32]1.C(=O)([O-])[O-].[Cs+].[Cs+], predict the reaction product. The product is: [CH3:24][N:25]([CH3:46])[CH2:26][CH2:27][NH:28][C:29](=[O:45])[CH2:30][N:31]1[CH:35]=[C:34]([C:7]2[CH:8]=[C:9]3[C:19]4[C:14](=[N:15][CH:16]=[C:17]([O:20][CH3:21])[CH:18]=4)[NH:13][C:10]3=[CH:11][N:12]=2)[CH:33]=[N:32]1. (2) Given the reactants [CH2:1]([NH:3][CH2:4][CH3:5])[CH3:2].[OH-].[Na+].Br[CH2:9][CH2:10][CH2:11][Cl:12], predict the reaction product. The product is: [Cl:12][CH2:11][CH2:10][CH2:9][N:3]([CH2:4][CH3:5])[CH2:1][CH3:2]. (3) Given the reactants [CH3:1][O:2][C:3]1[CH:8]=[CH:7][C:6]([NH:9][CH2:10][CH2:11][C:12]2[CH:17]=[CH:16][C:15]([C:18]([F:21])([F:20])[F:19])=[CH:14][CH:13]=2)=[CH:5][CH:4]=1.C(OC([NH:29][CH:30]([C:34]1[CH:39]=[CH:38][CH:37]=[CH:36][CH:35]=1)[C:31](O)=[O:32])=O)(C)(C)C, predict the reaction product. The product is: [NH2:29][CH:30]([C:34]1[CH:39]=[CH:38][CH:37]=[CH:36][CH:35]=1)[C:31]([N:9]([C:6]1[CH:7]=[CH:8][C:3]([O:2][CH3:1])=[CH:4][CH:5]=1)[CH2:10][CH2:11][C:12]1[CH:17]=[CH:16][C:15]([C:18]([F:20])([F:19])[F:21])=[CH:14][CH:13]=1)=[O:32]. (4) Given the reactants C(OC(=O)[NH:7][CH2:8][CH2:9][NH:10][C:11]([C:13]1[CH:14]=[N:15][CH:16]=[C:17]([C:19]2[S:23][C:22]([NH:24][C:25]3[C:30]([Cl:31])=[CH:29][CH:28]=[CH:27][N:26]=3)=[N:21][CH:20]=2)[CH:18]=1)=[O:12])(C)(C)C, predict the reaction product. The product is: [NH2:7][CH2:8][CH2:9][NH:10][C:11](=[O:12])[C:13]1[CH:18]=[C:17]([C:19]2[S:23][C:22]([NH:24][C:25]3[C:30]([Cl:31])=[CH:29][CH:28]=[CH:27][N:26]=3)=[N:21][CH:20]=2)[CH:16]=[N:15][CH:14]=1. (5) Given the reactants [OH:1][C:2]([C:19]1[CH:24]=[CH:23][CH:22]=[CH:21][CH:20]=1)([C:13]1[CH:18]=[CH:17][CH:16]=[CH:15][CH:14]=1)[C:3]1[S:7][C:6]([C:8]([O:10]CC)=[O:9])=[CH:5][CH:4]=1.Cl, predict the reaction product. The product is: [OH:1][C:2]([C:19]1[CH:20]=[CH:21][CH:22]=[CH:23][CH:24]=1)([C:13]1[CH:18]=[CH:17][CH:16]=[CH:15][CH:14]=1)[C:3]1[S:7][C:6]([C:8]([OH:10])=[O:9])=[CH:5][CH:4]=1. (6) Given the reactants [F:1][C:2]1[CH:7]=[CH:6][C:5]([C:8]2[N:9]=[C:10]3[C:15]([CH3:16])=[N:14][CH:13]=[CH:12][N:11]3[C:17]=2[C:18]2[CH:23]=[CH:22][N:21]=[C:20](S(C)(=O)=O)[N:19]=2)=[CH:4][CH:3]=1.[CH:28]1([NH2:31])[CH2:30][CH2:29]1, predict the reaction product. The product is: [CH:28]1([NH:31][C:20]2[N:19]=[C:18]([C:17]3[N:11]4[CH:12]=[CH:13][N:14]=[C:15]([CH3:16])[C:10]4=[N:9][C:8]=3[C:5]3[CH:6]=[CH:7][C:2]([F:1])=[CH:3][CH:4]=3)[CH:23]=[CH:22][N:21]=2)[CH2:30][CH2:29]1. (7) The product is: [Cl:14][C:8]1[C:7]([CH2:6][CH:2]=[O:19])=[C:12]([Cl:13])[N:11]=[CH:10][N:9]=1. Given the reactants S1CCS[CH:2]1[CH2:6][C:7]1[C:8]([Cl:14])=[N:9][CH:10]=[N:11][C:12]=1[Cl:13].C(#N)C.C(=O)([O-])[O-:19].[Ca+2], predict the reaction product. (8) The product is: [CH3:1][O:2][C:3](=[O:15])[CH2:4][CH:5]1[CH2:14][CH2:13][C:8]2([O:9][CH2:10][CH2:11][O:12]2)[CH2:7][CH2:6]1. Given the reactants [CH3:1][O:2][C:3](=[O:15])[CH:4]=[C:5]1[CH2:14][CH2:13][C:8]2([O:12][CH2:11][CH2:10][O:9]2)[CH2:7][CH2:6]1.[H][H], predict the reaction product. (9) Given the reactants Br[CH2:2][CH2:3][CH2:4][CH2:5][CH2:6][CH2:7][O:8][CH2:9][CH2:10][CH2:11][CH2:12][C:13]1[CH:14]=[C:15]([S:19]([NH2:22])(=[O:21])=[O:20])[CH:16]=[CH:17][CH:18]=1.[CH2:23]([NH2:30])[C:24]1[CH:29]=[CH:28][CH:27]=[CH:26][CH:25]=1.[OH-].[Na+], predict the reaction product. The product is: [CH2:23]([NH:30][CH2:2][CH2:3][CH2:4][CH2:5][CH2:6][CH2:7][O:8][CH2:9][CH2:10][CH2:11][CH2:12][C:13]1[CH:14]=[C:15]([S:19]([NH2:22])(=[O:21])=[O:20])[CH:16]=[CH:17][CH:18]=1)[C:24]1[CH:29]=[CH:28][CH:27]=[CH:26][CH:25]=1.